Dataset: Full USPTO retrosynthesis dataset with 1.9M reactions from patents (1976-2016). Task: Predict the reactants needed to synthesize the given product. (1) The reactants are: [C:1]([C:3](=[CH:7][C:8]1[CH:13]=[CH:12][C:11]([OH:14])=[CH:10][CH:9]=1)[C:4]([OH:6])=[O:5])#[N:2].[CH2:15]([NH2:19])[CH2:16][CH2:17][CH3:18]. Given the product [C:1]([C:3](=[CH:7][C:8]1[CH:9]=[CH:10][C:11]([OH:14])=[CH:12][CH:13]=1)[C:4]([OH:6])=[O:5])#[N:2].[CH2:15]([NH2:19])[CH2:16][CH2:17][CH3:18], predict the reactants needed to synthesize it. (2) Given the product [Cl:33][C:15]1[C:14]2[C:18](=[CH:19][C:8]([C:3]3[CH:4]=[CH:5][CH:6]=[CH:7][C:2]=3[Cl:1])=[C:9]3[C:13]=2[C:12](=[O:27])[NH:11][C:10]3=[O:28])[N:17]([CH2:20][CH2:21][CH2:22][OH:23])[C:16]=1[CH2:25][OH:26], predict the reactants needed to synthesize it. The reactants are: [Cl:1][C:2]1[CH:7]=[CH:6][CH:5]=[CH:4][C:3]=1[C:8]1[CH:19]=[C:18]2[C:14]([CH:15]=[C:16]([CH:25]=[O:26])[N:17]2[CH2:20][CH2:21][CH2:22][O:23]C)=[C:13]2[C:9]=1[C:10](=[O:28])[NH:11][C:12]2=[O:27].B(Br)(Br)Br.[Cl:33]CCl. (3) Given the product [CH2:18]([O:17][C:15](=[O:16])[NH:1][C:2]([CH3:7])([CH2:3][CH2:4][OH:5])[CH3:6])[C:19]1[CH:24]=[CH:23][CH:22]=[CH:21][CH:20]=1, predict the reactants needed to synthesize it. The reactants are: [NH2:1][C:2]([CH3:7])([CH3:6])[CH2:3][CH2:4][OH:5].C([O-])([O-])=O.[Na+].[Na+].Cl[C:15]([O:17][CH2:18][C:19]1[CH:24]=[CH:23][CH:22]=[CH:21][CH:20]=1)=[O:16]. (4) Given the product [F:23][C:17]1[CH:18]=[C:19]([I:22])[CH:20]=[CH:21][C:16]=1[NH:15][C:7]1[C:6]([C:4]([OH:5])=[O:3])=[CH:11][N:10]2[CH:12]=[CH:13][N:14]=[C:9]2[CH:8]=1, predict the reactants needed to synthesize it. The reactants are: C([O:3][C:4]([C:6]1[C:7]([NH:15][C:16]2[CH:21]=[CH:20][C:19]([I:22])=[CH:18][C:17]=2[F:23])=[CH:8][C:9]2[N:10]([CH:12]=[CH:13][N:14]=2)[CH:11]=1)=[O:5])C.[OH-].[Na+].Cl. (5) Given the product [OH:1][C@H:2]([C:11]([CH3:15])([CH3:14])[CH2:12][OH:13])[C:3]([NH:5][CH2:6][CH2:7][C:8]([NH:45][CH2:46][CH2:47][O:48][C:49](=[O:66])[CH2:50][C:51]1[CH:56]=[CH:55][CH:54]=[CH:53][C:52]=1[NH:57][C:58]1[C:63]([Cl:64])=[CH:62][CH:61]=[CH:60][C:59]=1[Cl:65])=[O:10])=[O:4], predict the reactants needed to synthesize it. The reactants are: [OH:1][C@H:2]([C:11]([CH3:15])([CH3:14])[CH2:12][OH:13])[C:3]([NH:5][CH2:6][CH2:7][C:8]([OH:10])=O)=[O:4].C(N(CC)CC)C.CCN=C=NCCCN(C)C.Cl.C1C=CC2N(O)N=NC=2C=1.[NH2:45][CH2:46][CH2:47][O:48][C:49](=[O:66])[CH2:50][C:51]1[CH:56]=[CH:55][CH:54]=[CH:53][C:52]=1[NH:57][C:58]1[C:63]([Cl:64])=[CH:62][CH:61]=[CH:60][C:59]=1[Cl:65]. (6) The reactants are: [Cl:1][C:2]1[C:3]([O:12][C:13]2[CH:18]=[C:17]([O:19][CH:20]([CH3:22])[CH3:21])[CH:16]=[CH:15][C:14]=2/[CH:23]=[C:24](\[CH3:28])/[C:25]([OH:27])=O)=[N:4][CH:5]=[C:6]([C:8]([F:11])([F:10])[F:9])[CH:7]=1.Cl.C(N=C=NCCCN(C)C)C.[C:41]1([CH2:47][CH2:48][NH:49][S:50]([NH2:53])(=[O:52])=[O:51])[CH:46]=[CH:45][CH:44]=[CH:43][CH:42]=1.Cl. Given the product [Cl:1][C:2]1[C:3]([O:12][C:13]2[CH:18]=[C:17]([O:19][CH:20]([CH3:21])[CH3:22])[CH:16]=[CH:15][C:14]=2/[CH:23]=[C:24](\[CH3:28])/[C:25]([NH:53][S:50]([NH:49][CH2:48][CH2:47][C:41]2[CH:46]=[CH:45][CH:44]=[CH:43][CH:42]=2)(=[O:52])=[O:51])=[O:27])=[N:4][CH:5]=[C:6]([C:8]([F:11])([F:10])[F:9])[CH:7]=1, predict the reactants needed to synthesize it.